From a dataset of Reaction yield outcomes from USPTO patents with 853,638 reactions. Predict the reaction yield, written as a fraction of the theoretical maximum amount of product (1.0 means a 100% yield; for example, 0.34 means a 34% yield). (1) The reactants are C(OC([N:6]1[CH:11](OCC)[CH2:10][CH:9](Cl)[C:8]([C:16]2[CH:21]=[C:20]([C:22]([O:24]C)=[O:23])[C:19]([NH:26]C(=O)C)=[CH:18][C:17]=2[C:30]([F:33])([F:32])[F:31])=[N:7]1)=O)C.[OH-].[K+].O. The catalyst is CCO. The product is [NH2:26][C:19]1[CH:18]=[C:17]([C:30]([F:31])([F:32])[F:33])[C:16]([C:8]2[N:7]=[N:6][CH:11]=[CH:10][CH:9]=2)=[CH:21][C:20]=1[C:22]([OH:24])=[O:23]. The yield is 0.740. (2) The reactants are [C:1]([O:5][C:6]([N:8]1[CH2:13][CH2:12][CH:11]([CH2:14]O)[CH:10]([NH:16][CH2:17][C:18]2[CH:23]=[CH:22][CH:21]=[CH:20][CH:19]=2)[CH2:9]1)=[O:7])([CH3:4])([CH3:3])[CH3:2].C(N(CC)CC)C.CS(Cl)(=O)=O.C([O-])([O-])=O.[Cs+].[Cs+]. The catalyst is C1COCC1. The yield is 0.840. The product is [C:1]([O:5][C:6]([N:8]1[CH2:13][CH2:12][CH:11]2[CH:10]([N:16]([CH2:17][C:18]3[CH:23]=[CH:22][CH:21]=[CH:20][CH:19]=3)[CH2:14]2)[CH2:9]1)=[O:7])([CH3:4])([CH3:3])[CH3:2]. (3) The reactants are [F:1][C:2]1[CH:7]=[CH:6][C:5]([C:8]2[C:12]([CH2:13][O:14][C:15]3[CH:16]=[C:17]([C:21](O)=[O:22])[N:18]([CH3:20])[N:19]=3)=[C:11]([CH2:24][OH:25])[O:10][N:9]=2)=[CH:4][CH:3]=1.[CH3:26][C:27]1([NH2:31])[CH2:30][O:29][CH2:28]1. No catalyst specified. The product is [CH3:26][C:27]1([NH:31][C:21]([C:17]2[N:18]([CH3:20])[N:19]=[C:15]([O:14][CH2:13][C:12]3[C:8]([C:5]4[CH:4]=[CH:3][C:2]([F:1])=[CH:7][CH:6]=4)=[N:9][O:10][C:11]=3[CH2:24][OH:25])[CH:16]=2)=[O:22])[CH2:30][O:29][CH2:28]1. The yield is 0.500. (4) The reactants are [C:1]([O:9][CH2:10][C@@H:11]1[C:15]([O:17][C:18](=[O:20])[CH3:19])([CH3:16])[C@:14]([F:22])([CH3:21])[CH:13]([N:23]2[CH:31]=[N:30][C:29]3[C:24]2=[N:25][CH:26]=[N:27][C:28]=3Cl)[O:12]1)(=[O:8])[C:2]1[CH:7]=[CH:6][CH:5]=[CH:4][CH:3]=1.N12CCC[N:40]=[C:39]1[CH2:38][CH2:37][CH2:36]CC2.Cl.NCC1CC1.O. The catalyst is C(O)C. The product is [C:1]([O:9][CH2:10][C@@H:11]1[C:15]([O:17][C:18](=[O:20])[CH3:19])([CH3:16])[C@:14]([F:22])([CH3:21])[CH:13]([N:23]2[CH:31]=[N:30][C:29]3[C:24]2=[N:25][CH:26]=[N:27][C:28]=3[NH:40][CH2:39][CH:38]2[CH2:37][CH2:36]2)[O:12]1)(=[O:8])[C:2]1[CH:7]=[CH:6][CH:5]=[CH:4][CH:3]=1. The yield is 0.670. (5) The yield is 0.840. The product is [CH2:27]([N:11]1[C:6]([O:5][C:4]2[CH:3]=[C:2]([CH3:1])[CH:19]=[C:18]([CH3:20])[CH:17]=2)=[C:7]([CH:14]([CH3:16])[CH3:15])[C:8](=[O:13])[NH:9][C:10]1=[O:12])[C:28]#[C:29][CH3:30]. The catalyst is CCOCC. The reactants are [CH3:1][C:2]1[CH:3]=[C:4]([CH:17]=[C:18]([CH3:20])[CH:19]=1)[O:5][C:6]1[NH:11][C:10](=[O:12])[NH:9][C:8](=[O:13])[C:7]=1[CH:14]([CH3:16])[CH3:15].[I-].[Li+].CS([CH2:27][C:28]#[CH:29])(=O)=O.[CH3:30]N(C=O)C. (6) The reactants are [CH3:1][C:2]1[C:3]2[CH:12]=[CH:11][CH:10]=[CH:9][C:4]=2[S:5][C:6]=1[CH:7]=O.[C:13]12([NH2:23])[CH2:22][CH:17]3[CH2:18][CH:19]([CH2:21][CH:15]([CH2:16]3)[CH2:14]1)[CH2:20]2. No catalyst specified. The product is [C:13]12([NH:23][CH2:7][C:6]3[S:5][C:4]4[CH:9]=[CH:10][CH:11]=[CH:12][C:3]=4[C:2]=3[CH3:1])[CH2:20][CH:19]3[CH2:18][CH:17]([CH2:16][CH:15]([CH2:21]3)[CH2:14]1)[CH2:22]2. The yield is 0.710. (7) The reactants are Cl[C:2]1[C:11]2[C:6](=[CH:7][CH:8]=[C:9]([Cl:12])[N:10]=2)[N:5]=[CH:4][C:3]=1[C:13](=[O:15])[CH3:14].C(O)(=O)C.C(O)(=O)C.[CH3:24][N:25]([CH2:27][C@H:28]1[CH2:33][CH2:32][C@H:31]([NH2:34])[CH2:30][CH2:29]1)[CH3:26]. No catalyst specified. The product is [Cl:12][C:9]1[N:10]=[C:11]2[C:6](=[CH:7][CH:8]=1)[N:5]=[CH:4][C:3]([C:13](=[O:15])[CH3:14])=[C:2]2[NH:34][C@H:31]1[CH2:32][CH2:33][C@H:28]([CH2:27][N:25]([CH3:26])[CH3:24])[CH2:29][CH2:30]1. The yield is 0.630. (8) The reactants are [CH3:1][N:2]([CH3:22])[C:3]([C:5]1[N:14]([CH:15]2[CH2:21][CH2:20][CH2:19][CH2:18][CH2:17][CH2:16]2)[C:8]2[N:9]=[C:10](Cl)[N:11]=[CH:12][C:7]=2[CH:6]=1)=[O:4].C[O:24][C:25](=[O:33])[C:26]1[CH:31]=[CH:30][C:29]([NH2:32])=[N:28][CH:27]=1.C([O-])([O-])=O.[Cs+].[Cs+].C1C=CC(P(C2C(C3C(P(C4C=CC=CC=4)C4C=CC=CC=4)=CC=C4C=3C=CC=C4)=C3C(C=CC=C3)=CC=2)C2C=CC=CC=2)=CC=1. The catalyst is CC([O-])=O.CC([O-])=O.[Pd+2]. The product is [CH:15]1([N:14]2[C:8]3[N:9]=[C:10]([NH:32][C:29]4[CH:30]=[CH:31][C:26]([C:25]([OH:33])=[O:24])=[CH:27][N:28]=4)[N:11]=[CH:12][C:7]=3[CH:6]=[C:5]2[C:3](=[O:4])[N:2]([CH3:22])[CH3:1])[CH2:21][CH2:20][CH2:19][CH2:18][CH2:17][CH2:16]1. The yield is 0.440.